From a dataset of Forward reaction prediction with 1.9M reactions from USPTO patents (1976-2016). Predict the product of the given reaction. (1) Given the reactants Cl[C:2]1[CH:7]=[CH:6][CH:5]=[C:4]([C:8]([F:11])([F:10])[F:9])[C:3]=1[N+:12]([O-:14])=[O:13].[NH2:15][CH2:16][C@@H:17]1[CH2:21][CH2:20][N:19]([C:22]([O:24][C:25]([CH3:28])([CH3:27])[CH3:26])=[O:23])[CH2:18]1.CCN(C(C)C)C(C)C, predict the reaction product. The product is: [N+:12]([C:3]1[C:4]([C:8]([F:11])([F:10])[F:9])=[CH:5][CH:6]=[CH:7][C:2]=1[NH:15][CH2:16][C@@H:17]1[CH2:21][CH2:20][N:19]([C:22]([O:24][C:25]([CH3:28])([CH3:27])[CH3:26])=[O:23])[CH2:18]1)([O-:14])=[O:13]. (2) Given the reactants [CH3:1][O:2][C:3]1[N:8]=[CH:7][C:6]([NH2:9])=[CH:5][CH:4]=1.Cl[C:11]1[C:20]2[C:15](=[CH:16][CH:17]=[CH:18][CH:19]=2)[C:14]([C:21]2[CH:26]=[CH:25][CH:24]=[CH:23][CH:22]=2)=[N:13][N:12]=1, predict the reaction product. The product is: [CH3:1][O:2][C:3]1[N:8]=[CH:7][C:6]([NH:9][C:11]2[C:20]3[C:15](=[CH:16][CH:17]=[CH:18][CH:19]=3)[C:14]([C:21]3[CH:26]=[CH:25][CH:24]=[CH:23][CH:22]=3)=[N:13][N:12]=2)=[CH:5][CH:4]=1. (3) Given the reactants [CH3:1][C:2]1[C:7]([N:8]2[C:17](=[O:18])[C:16]3[C:11](=[CH:12][CH:13]=[CH:14][CH:15]=3)[N:10]=[CH:9]2)=[CH:6][CH:5]=[CH:4][C:3]=1[C:19]1[CH:27]=[CH:26][C:25]([C:28]([NH2:30])=[O:29])=[C:24]2[C:20]=1[C:21]1[CH2:34][NH:33][CH2:32][CH2:31][C:22]=1[NH:23]2, predict the reaction product. The product is: [CH3:1][C:2]1[C:7]([N:8]2[C:17](=[O:18])[C:16]3[C:11](=[CH:12][CH:13]=[CH:14][CH:15]=3)[N:10]=[CH:9]2)=[CH:6][CH:5]=[CH:4][C:3]=1[C:19]1[CH:27]=[CH:26][C:25]([C:28]([NH2:30])=[O:29])=[C:24]2[C:20]=1[C:21]1[CH:34]=[N:33][CH:32]=[CH:31][C:22]=1[NH:23]2. (4) Given the reactants [CH3:1][O:2][C:3]1[CH:4]=[C:5]([S:9]([N:12]2[CH2:16][CH:15]([C:17](O)=[O:18])[N:14]([C:20]3[CH:25]=[CH:24][CH:23]=[CH:22][CH:21]=3)[C:13]2=[O:26])(=[O:11])=[O:10])[CH:6]=[CH:7][CH:8]=1.[CH3:27][O:28][C:29]1[CH:34]=[CH:33][CH:32]=[CH:31][C:30]=1[N:35]1[CH2:40][CH2:39][NH:38][CH2:37][CH2:36]1, predict the reaction product. The product is: [CH3:1][O:2][C:3]1[CH:4]=[C:5]([S:9]([N:12]2[CH2:16][CH:15]([C:17]([N:38]3[CH2:39][CH2:40][N:35]([C:30]4[CH:31]=[CH:32][CH:33]=[CH:34][C:29]=4[O:28][CH3:27])[CH2:36][CH2:37]3)=[O:18])[N:14]([C:20]3[CH:25]=[CH:24][CH:23]=[CH:22][CH:21]=3)[C:13]2=[O:26])(=[O:10])=[O:11])[CH:6]=[CH:7][CH:8]=1. (5) Given the reactants [F:1][C:2]1[CH:3]=[C:4]([C:8]#[C:9][C:10]2[CH:20]=[CH:19][C:13]([C:14]([O:16]CC)=[O:15])=[CH:12][CH:11]=2)[CH:5]=[CH:6][CH:7]=1.[OH-].[Na+], predict the reaction product. The product is: [F:1][C:2]1[CH:3]=[C:4]([C:8]#[C:9][C:10]2[CH:11]=[CH:12][C:13]([C:14]([OH:16])=[O:15])=[CH:19][CH:20]=2)[CH:5]=[CH:6][CH:7]=1. (6) Given the reactants [CH3:1][S:2][CH2:3][CH2:4][NH:5][C:6](=[O:12])[O:7][C:8]([CH3:11])([CH3:10])[CH3:9].[H-].[Al+3].[Li+].[H-].[H-].[H-].O.O.O.O.O.O.O.O.O.O.[O-]S([O-])(=O)=O.[Na+].[Na+].O1CCC[CH2:37]1, predict the reaction product. The product is: [CH3:37][N:5]([CH2:4][CH2:3][S:2][CH3:1])[C:6](=[O:12])[O:7][C:8]([CH3:9])([CH3:11])[CH3:10]. (7) Given the reactants [F:1][C:2]([F:7])([F:6])[C:3]([OH:5])=[O:4].FC(F)(F)C(O)=O.[Cl:15][C:16]1[CH:17]=[N:18][C:19]2[NH:20][C:21]3[CH:22]=[CH:23][CH:24]=[C:25]([CH:46]=3)[CH2:26][CH2:27][C:28]3[CH:36]=[C:32]([NH:33][C:34]=1[N:35]=2)[CH:31]=[CH:30][C:29]=3[NH:37][C:38]([CH:40]1[CH2:45][CH2:44][NH:43][CH2:42][CH2:41]1)=[O:39].[C:47]1([CH2:53][C:54](Cl)=[O:55])[CH:52]=[CH:51][CH:50]=[CH:49][CH:48]=1, predict the reaction product. The product is: [F:1][C:2]([F:7])([F:6])[C:3]([OH:5])=[O:4].[Cl:15][C:16]1[CH:17]=[N:18][C:19]2[NH:20][C:21]3[CH:22]=[CH:23][CH:24]=[C:25]([CH:46]=3)[CH2:26][CH2:27][C:28]3[CH:36]=[C:32]([NH:33][C:34]=1[N:35]=2)[CH:31]=[CH:30][C:29]=3[NH:37][C:38]([CH:40]1[CH2:45][CH2:44][N:43]([C:54](=[O:55])[CH2:53][C:47]2[CH:52]=[CH:51][CH:50]=[CH:49][CH:48]=2)[CH2:42][CH2:41]1)=[O:39]. (8) Given the reactants [CH:1]1([CH2:6][C:7](Cl)=[O:8])[CH2:5][CH2:4][CH2:3][CH2:2]1.[CH3:10][C:11]1[C:17]([OH:18])=[CH:16][CH:15]=[CH:14][C:12]=1[OH:13].[Cl-].[Cl-].[Cl-].[Al+3], predict the reaction product. The product is: [CH:1]1([CH2:6][C:7]([C:16]2[CH:15]=[CH:14][C:12]([OH:13])=[C:11]([CH3:10])[C:17]=2[OH:18])=[O:8])[CH2:5][CH2:4][CH2:3][CH2:2]1. (9) Given the reactants [CH2:1]([C:3]1[CH:12]=[C:11]([C:13](=[O:37])[NH:14][C@@:15]2([C:25]3[CH:30]=[CH:29][C:28]([O:31][C:32]([F:35])([F:34])[F:33])=[C:27]([F:36])[CH:26]=3)[C:20]3=[N:21][CH:22]=[CH:23][CH:24]=[C:19]3[O:18][CH2:17][CH2:16]2)[CH:10]=[CH:9][C:4]=1[C:5]([O:7]C)=[O:6])[CH3:2].[OH-].[Na+], predict the reaction product. The product is: [CH2:1]([C:3]1[CH:12]=[C:11]([C:13](=[O:37])[NH:14][C@@:15]2([C:25]3[CH:30]=[CH:29][C:28]([O:31][C:32]([F:34])([F:35])[F:33])=[C:27]([F:36])[CH:26]=3)[C:20]3=[N:21][CH:22]=[CH:23][CH:24]=[C:19]3[O:18][CH2:17][CH2:16]2)[CH:10]=[CH:9][C:4]=1[C:5]([OH:7])=[O:6])[CH3:2].